The task is: Predict the reactants needed to synthesize the given product.. This data is from Full USPTO retrosynthesis dataset with 1.9M reactions from patents (1976-2016). (1) Given the product [F:17][C:16]([F:19])([F:18])[C:13]1[CH:14]=[CH:15][C:10]([O:8][C:4]2[CH:3]=[C:2]([B:30]([OH:31])[OH:29])[CH:7]=[CH:6][CH:5]=2)=[N:11][CH:12]=1, predict the reactants needed to synthesize it. The reactants are: Br[C:2]1[CH:3]=[C:4]([OH:8])[CH:5]=[CH:6][CH:7]=1.Cl[C:10]1[CH:15]=[CH:14][C:13]([C:16]([F:19])([F:18])[F:17])=[CH:12][N:11]=1.C([O-])([O-])=O.[K+].[K+].C([O:29][B:30](OC(C)C)[O:31]C(C)C)(C)C.[Li]CCCC. (2) The reactants are: C([O:8][N:9]1[C:14]2[N:15]=[CH:16][N:17]=[C:18]([CH3:19])[C:13]=2[C:12]([NH:20][CH2:21][C:22]2[CH:27]=[CH:26][CH:25]=[CH:24][C:23]=2[O:28][C:29]([F:32])([F:31])[F:30])=[CH:11][C:10]1=[O:33])C1C=CC=CC=1.[H][H]. Given the product [OH:8][N:9]1[C:14]2[N:15]=[CH:16][N:17]=[C:18]([CH3:19])[C:13]=2[C:12]([NH:20][CH2:21][C:22]2[CH:27]=[CH:26][CH:25]=[CH:24][C:23]=2[O:28][C:29]([F:32])([F:31])[F:30])=[CH:11][C:10]1=[O:33], predict the reactants needed to synthesize it. (3) Given the product [CH3:21][O:22][C:23](=[O:42])[CH2:24][CH2:25][C:26]1[CH:31]=[CH:30][C:29]([O:32][CH2:33][CH2:34][C@@H:35]([O:15][C:12]2[CH:13]=[CH:14][C:9]([CH2:7][CH3:8])=[CH:10][C:11]=2[C:16]2[S:17][CH:18]=[CH:19][CH:20]=2)[CH3:36])=[CH:28][C:27]=1[CH3:1], predict the reactants needed to synthesize it. The reactants are: [C:1](=O)([O-])[O-].[Cs+].[Cs+].[CH2:7]([C:9]1[CH:14]=[CH:13][C:12]([OH:15])=[C:11]([C:16]2[S:17][CH:18]=[CH:19][CH:20]=2)[CH:10]=1)[CH3:8].[CH3:21][O:22][C:23](=[O:42])[CH2:24][CH2:25][C:26]1[CH:31]=[CH:30][C:29]([O:32][CH2:33][CH2:34][C@@H:35](OS(C)(=O)=O)[CH3:36])=[CH:28][CH:27]=1. (4) Given the product [CH2:1]([O:3][C:4](=[O:30])[C:5]([C:8]1[N:9]=[C:10]([NH2:13])[S:11][CH:12]=1)([CH3:7])[CH3:6])[CH3:2], predict the reactants needed to synthesize it. The reactants are: [CH2:1]([O:3][C:4](=[O:30])[C:5]([C:8]1[N:9]=[C:10]([N:13](C(OC(C)(C)C)=O)CC2C=CC(OC)=CC=2)[S:11][CH:12]=1)([CH3:7])[CH3:6])[CH3:2]. (5) Given the product [CH3:30][O:29][C:25]1[CH:24]=[C:23]([C:20]2[CH:21]=[CH:22][C:17]([N:1]3[C:9]4[C:4](=[CH:5][CH:6]=[CH:7][CH:8]=4)[C:3]([CH2:10][C:11]([O:13][CH2:14][CH3:15])=[O:12])=[CH:2]3)=[CH:18][CH:19]=2)[CH:28]=[CH:27][CH:26]=1, predict the reactants needed to synthesize it. The reactants are: [NH:1]1[C:9]2[C:4](=[CH:5][CH:6]=[CH:7][CH:8]=2)[C:3]([CH2:10][C:11]([O:13][CH2:14][CH3:15])=[O:12])=[CH:2]1.Br[C:17]1[CH:22]=[CH:21][C:20]([C:23]2[CH:28]=[CH:27][CH:26]=[C:25]([O:29][CH3:30])[CH:24]=2)=[CH:19][CH:18]=1.P([O-])([O-])([O-])=O.[K+].[K+].[K+]. (6) Given the product [CH2:1]([NH:3][C:4]([NH:6][C:7]1[S:8][CH:9]=[C:10]([CH3:17])[C:11]=1[C:12]([O:14][CH2:15][CH3:16])=[O:13])=[O:5])[CH3:2], predict the reactants needed to synthesize it. The reactants are: [CH2:1]([N:3]=[C:4]=[O:5])[CH3:2].[NH2:6][C:7]1[S:8][CH:9]=[C:10]([CH3:17])[C:11]=1[C:12]([O:14][CH2:15][CH3:16])=[O:13].C(N(CC)CC)C.O. (7) The reactants are: [Br:1][C:2]1[C:3](C(O)=O)=[N:4][C:5]([CH2:8][CH3:9])=[N:6][CH:7]=1. Given the product [Br:1][C:2]1[CH:3]=[N:4][C:5]([CH2:8][CH3:9])=[N:6][CH:7]=1, predict the reactants needed to synthesize it.